From a dataset of Forward reaction prediction with 1.9M reactions from USPTO patents (1976-2016). Predict the product of the given reaction. (1) Given the reactants [Cl:1][C:2]1[CH:27]=[CH:26][C:5]([CH2:6][N:7]2[C:15]3[C:10](=[CH:11][C:12]([CH:16]=[C:17]4[S:21][C:20](SCC)=[N:19][C:18]4=[O:25])=[CH:13][CH:14]=3)[CH:9]=[N:8]2)=[C:4]([C:28]([F:31])([F:30])[F:29])[CH:3]=1.[C:32]([O:36][C:37]([N:39]1[CH2:44][CH2:43][NH:42][CH2:41][CH:40]1[C:45](=[O:49])[NH:46][O:47][CH3:48])=[O:38])([CH3:35])([CH3:34])[CH3:33], predict the reaction product. The product is: [C:32]([O:36][C:37]([N:39]1[CH2:44][CH2:43][N:42]([C:20]2[S:21][C:17](=[CH:16][C:12]3[CH:11]=[C:10]4[C:15](=[CH:14][CH:13]=3)[N:7]([CH2:6][C:5]3[CH:26]=[CH:27][C:2]([Cl:1])=[CH:3][C:4]=3[C:28]([F:30])([F:29])[F:31])[N:8]=[CH:9]4)[C:18](=[O:25])[N:19]=2)[CH2:41][CH:40]1[C:45](=[O:49])[NH:46][O:47][CH3:48])=[O:38])([CH3:35])([CH3:34])[CH3:33]. (2) The product is: [Cl:5][C:6]1[C:7]([CH2:15][OH:16])=[N:8][C:9]([S:13][CH3:14])=[N:10][C:11]=1[CH3:12]. Given the reactants B(Br)(Br)Br.[Cl:5][C:6]1[C:7]([CH2:15][O:16]C)=[N:8][C:9]([S:13][CH3:14])=[N:10][C:11]=1[CH3:12].O, predict the reaction product. (3) The product is: [C:36]([NH:1][CH2:2][CH2:3][CH2:4][CH2:5][N:6]([C:18]1[CH:23]=[CH:22][N:21]=[C:20]([NH:24][CH:25]([CH3:29])[CH2:26][O:27][CH3:28])[N:19]=1)[C:7]([C:9]1[CH:10]=[CH:11][C:12]2[O:16][CH2:15][CH2:14][C:13]=2[CH:17]=1)=[O:8])(=[O:38])[CH3:37]. Given the reactants [NH2:1][CH2:2][CH2:3][CH2:4][CH2:5][N:6]([C:18]1[CH:23]=[CH:22][N:21]=[C:20]([NH:24][CH:25]([CH3:29])[CH2:26][O:27][CH3:28])[N:19]=1)[C:7]([C:9]1[CH:10]=[CH:11][C:12]2[O:16][CH2:15][CH2:14][C:13]=2[CH:17]=1)=[O:8].N1C=CC=CC=1.[C:36](Cl)(=[O:38])[CH3:37], predict the reaction product. (4) Given the reactants [Cl:1][C:2]1[N:3]=[C:4](Cl)[C:5]2[CH2:10][O:9][C:8]([CH3:12])([CH3:11])[C:6]=2[N:7]=1.CCN(C(C)C)C(C)C.[CH3:23][C@H:24]1[CH2:29][O:28][CH2:27][CH2:26][NH:25]1.[NH4+].[Cl-], predict the reaction product. The product is: [Cl:1][C:2]1[N:3]=[C:4]([N:25]2[CH2:26][CH2:27][O:28][CH2:29][C@@H:24]2[CH3:23])[C:5]2[CH2:10][O:9][C:8]([CH3:12])([CH3:11])[C:6]=2[N:7]=1. (5) Given the reactants [Bi:1].[Na].C1C2C(=CC=CC=2)C=CC=1.[Sb].[CH3:14][Si:15]([CH3:18])([CH3:17])Cl, predict the reaction product. The product is: [CH3:14][Si:15]([Bi:1]([Si:15]([CH3:18])([CH3:17])[CH3:14])[Si:15]([CH3:18])([CH3:17])[CH3:14])([CH3:18])[CH3:17].